Dataset: Reaction yield outcomes from USPTO patents with 853,638 reactions. Task: Predict the reaction yield, written as a fraction of the theoretical maximum amount of product (1.0 means a 100% yield; for example, 0.34 means a 34% yield). (1) The reactants are [I:1][C:2]1[C:3]([OH:12])=[C:4]([O:10][CH3:11])[CH:5]=[C:6]([CH:9]=1)[CH:7]=[O:8].C([O-])([O-])=O.[K+].[K+].[CH2:19]([O:21][C:22](=[O:25])[CH2:23]Br)[CH3:20].C(O)C. The catalyst is CC(C)=O. The product is [I:1][C:2]1[CH:9]=[C:6]([CH:7]=[O:8])[CH:5]=[C:4]([O:10][CH3:11])[C:3]=1[O:12][CH2:23][C:22]([O:21][CH2:19][CH3:20])=[O:25]. The yield is 0.490. (2) The reactants are [OH:1][C:2]([C:35]1[S:36][CH:37]=[CH:38][CH:39]=1)([C:30]1[S:31][CH:32]=[CH:33][CH:34]=1)[C:3]([O:5][C@H:6]1[CH2:11][CH2:10][C@H:9]([N:12]([CH2:14][CH2:15][CH2:16][C:17]2[O:21][N:20]=[C:19]([C:22]3[CH:27]=[CH:26][C:25]([CH2:28][OH:29])=[CH:24][CH:23]=3)[N:18]=2)[CH3:13])[CH2:8][CH2:7]1)=[O:4]. The catalyst is C(Cl)(Cl)Cl.[O-2].[Mn+2]. The product is [OH:1][C:2]([C:30]1[S:31][CH:32]=[CH:33][CH:34]=1)([C:35]1[S:36][CH:37]=[CH:38][CH:39]=1)[C:3]([O:5][C@H:6]1[CH2:7][CH2:8][C@H:9]([N:12]([CH2:14][CH2:15][CH2:16][C:17]2[O:21][N:20]=[C:19]([C:22]3[CH:27]=[CH:26][C:25]([CH:28]=[O:29])=[CH:24][CH:23]=3)[N:18]=2)[CH3:13])[CH2:10][CH2:11]1)=[O:4]. The yield is 0.980.